Dataset: Reaction yield outcomes from USPTO patents with 853,638 reactions. Task: Predict the reaction yield, written as a fraction of the theoretical maximum amount of product (1.0 means a 100% yield; for example, 0.34 means a 34% yield). (1) The reactants are Br[C:2]1[CH:3]=[C:4]([N+:9]([O-:11])=[O:10])[C:5]([NH2:8])=[N:6][CH:7]=1.[CH3:12][CH:13]1[CH2:18][CH2:17][N:16]([C:19]([N:21]2[CH2:27][C:26]3[CH:28]=[C:29](B(O)O)[CH:30]=[CH:31][C:25]=3[O:24][CH2:23][CH2:22]2)=[O:20])[CH2:15][CH2:14]1.C(=O)(O)[O-].[K+].CCN(C(C)C)C(C)C. The catalyst is CC(N(C)C)=O.O. The product is [CH3:12][CH:13]1[CH2:18][CH2:17][N:16]([C:19]([N:21]2[CH2:27][C:26]3[CH:28]=[C:29]([C:2]4[CH:3]=[C:4]([N+:9]([O-:11])=[O:10])[C:5]([NH2:8])=[N:6][CH:7]=4)[CH:30]=[CH:31][C:25]=3[O:24][CH2:23][CH2:22]2)=[O:20])[CH2:15][CH2:14]1. The yield is 0.770. (2) The yield is 0.570. The product is [Br:1][C:2]1[C:3](=[O:16])[N:4]([CH3:18])[C:5](=[O:15])[N:6]([C:8]([O:10][C:11]([CH3:12])([CH3:13])[CH3:14])=[O:9])[CH:7]=1. The reactants are [Br:1][C:2]1[C:3](=[O:16])[NH:4][C:5](=[O:15])[N:6]([C:8]([O:10][C:11]([CH3:14])([CH3:13])[CH3:12])=[O:9])[CH:7]=1.I[CH3:18]. No catalyst specified. (3) The reactants are [F:1][C:2]1[CH:7]=[CH:6][C:5]([OH:8])=[C:4]([O:9][CH3:10])[CH:3]=1.F[C:12]1[CH:17]=[CH:16][CH:15]=[CH:14][C:13]=1[N+:18]([O-:20])=[O:19].[F:21][C:22]1[CH:35]=[CH:34][C:25]([O:26][C:27]2[CH:33]=[CH:32][CH:31]=[CH:30][C:28]=2[NH2:29])=[C:24]([O:36][CH3:37])[CH:23]=1.[NH2:38][C:39]1[S:40][CH:41]=[CH:42][N:43]=1. No catalyst specified. The product is [F:1][C:2]1[CH:7]=[CH:6][C:5]([O:8][C:12]2[CH:17]=[CH:16][CH:15]=[CH:14][C:13]=2[N+:18]([O-:20])=[O:19])=[C:4]([O:9][CH3:10])[CH:3]=1.[F:21][C:22]1[CH:35]=[CH:34][C:25]([O:26][C:27]2[CH:33]=[CH:32][CH:31]=[CH:30][C:28]=2[NH:29][C:10]([NH:38][C:39]2[S:40][CH:41]=[CH:42][N:43]=2)=[O:9])=[C:24]([O:36][CH3:37])[CH:23]=1. The yield is 0.670. (4) The reactants are [CH:1]([C:4]1[CH:9]=[CH:8][CH:7]=[CH:6][C:5]=1[NH:10][C:11]1[CH:12]=[C:13]([C:19]2[CH:24]=[CH:23][CH:22]=[CH:21][CH:20]=2)[C:14]([CH3:18])=[CH:15][C:16]=1[NH2:17])([CH3:3])[CH3:2].S(=O)(O)[O-].[Na+].[CH:30](=O)[C:31]1[CH:36]=[CH:35][CH:34]=[CH:33][CH:32]=1.CN(C=O)C. The catalyst is O.C(OCC)(=O)C. The product is [CH:1]([C:4]1[CH:9]=[CH:8][CH:7]=[CH:6][C:5]=1[N:10]1[C:11]2[CH:12]=[C:13]([C:19]3[CH:24]=[CH:23][CH:22]=[CH:21][CH:20]=3)[C:14]([CH3:18])=[CH:15][C:16]=2[N:17]=[C:30]1[C:31]1[CH:36]=[CH:35][CH:34]=[CH:33][CH:32]=1)([CH3:3])[CH3:2]. The yield is 0.840.